From a dataset of Retrosynthesis with 50K atom-mapped reactions and 10 reaction types from USPTO. Predict the reactants needed to synthesize the given product. (1) Given the product O=[N+]([O-])c1ccc(N2CCN(C3CC3)CC2)cc1OC(F)F, predict the reactants needed to synthesize it. The reactants are: C1CN(C2CC2)CCN1.O=[N+]([O-])c1ccc(F)cc1OC(F)F. (2) Given the product COCCCCC(O)C1CC2C=CC1C2, predict the reactants needed to synthesize it. The reactants are: COCCCCCl.O=CC1CC2C=CC1C2.